From a dataset of Full USPTO retrosynthesis dataset with 1.9M reactions from patents (1976-2016). Predict the reactants needed to synthesize the given product. (1) Given the product [NH2:25][CH:5]([C:4]1[CH:7]=[C:8]([C:10]([CH3:13])([CH3:12])[CH3:11])[CH:9]=[C:2]([Br:1])[CH:3]=1)[CH2:15][C:14]([OH:20])=[O:19], predict the reactants needed to synthesize it. The reactants are: [Br:1][C:2]1[CH:3]=[C:4]([CH:7]=[C:8]([C:10]([CH3:13])([CH3:12])[CH3:11])[CH:9]=1)[CH:5]=O.[C:14]([OH:20])(=[O:19])[CH2:15]C(O)=O.C([O-])(=O)C.[NH4+:25]. (2) The reactants are: [O:1]=[C:2]1[C:7]2[CH:8]=[CH:9][CH:10]=[CH:11][C:6]=2[S:5][C:4]([C:12]2[N:17]=[C:16]([CH2:18][CH2:19][C:20]([OH:22])=O)[CH:15]=[CH:14][CH:13]=2)=[N:3]1.[C:23]([O:27][C:28](=[O:31])[CH2:29][NH2:30])([CH3:26])([CH3:25])[CH3:24].CCN=C=NCCCN(C)C.C1C=CC2N(O)N=NC=2C=1. Given the product [O:1]=[C:2]1[C:7]2[CH:8]=[CH:9][CH:10]=[CH:11][C:6]=2[S:5][C:4]([C:12]2[N:17]=[C:16]([CH2:18][CH2:19][C:20]([NH:30][CH2:29][C:28]([O:27][C:23]([CH3:26])([CH3:25])[CH3:24])=[O:31])=[O:22])[CH:15]=[CH:14][CH:13]=2)=[N:3]1, predict the reactants needed to synthesize it. (3) Given the product [Cl:1][C:2]1[CH:7]=[CH:6][C:5]2[N:8]([CH:9]3[CH2:10][C:11]4([CH2:12][S:13](=[O:15])(=[O:16])[CH2:14]4)[CH2:17]3)[C:21]([CH2:20][Cl:19])=[N:18][C:4]=2[CH:3]=1, predict the reactants needed to synthesize it. The reactants are: [Cl:1][C:2]1[CH:3]=[C:4]([NH2:18])[C:5]([NH:8][CH:9]2[CH2:17][C:11]3([CH2:14][S:13](=[O:16])(=[O:15])[CH2:12]3)[CH2:10]2)=[CH:6][CH:7]=1.[Cl:19][CH2:20][C:21](OCC)(OCC)OCC. (4) Given the product [C:1]([C:3]([N:4]1[CH2:5][CH2:6][N:7]([C:10]([O:12][C:13]([CH3:14])([CH3:15])[CH3:16])=[O:11])[CH2:8][CH2:9]1)=[CH:41][C:36]1[CH:37]=[CH:38][CH:39]=[CH:40][N:35]=1)#[N:2], predict the reactants needed to synthesize it. The reactants are: [C:1]([CH:3](P(OCC)(OCC)=O)[N:4]1[CH2:9][CH2:8][N:7]([C:10]([O:12][C:13]([CH3:16])([CH3:15])[CH3:14])=[O:11])[CH2:6][CH2:5]1)#[N:2].C[Si]([N-][Si](C)(C)C)(C)C.[Na+].[N:35]1[CH:40]=[CH:39][CH:38]=[CH:37][C:36]=1[CH:41]=O. (5) Given the product [CH2:9]([O:8][C:6]([C:3]1[CH:4]=[CH:5][S:1][CH:2]=1)=[O:7])[CH2:22][CH2:21][CH2:20][CH2:19][CH2:18][CH2:17][CH2:16][CH2:15][CH2:14][CH2:13][CH2:12][CH2:11][CH3:10], predict the reactants needed to synthesize it. The reactants are: [S:1]1[CH:5]=[CH:4][C:3]([C:6]([O:8][CH3:9])=[O:7])=[CH:2]1.[CH2:10](O)[CH2:11][CH2:12][CH2:13][CH2:14][CH2:15][CH2:16][CH2:17][CH2:18][CH2:19][CH2:20][CH2:21][CH2:22]C.CS(O)(=O)=O. (6) Given the product [CH2:8]([O:7][C:5](=[O:6])[CH2:4][C:20]1([OH:23])[CH2:19][CH2:18][N:17]([C:10]([O:12][C:13]([CH3:15])([CH3:14])[CH3:16])=[O:11])[CH2:22][CH2:21]1)[CH3:9], predict the reactants needed to synthesize it. The reactants are: II.Br[CH2:4][C:5]([O:7][CH2:8][CH3:9])=[O:6].[C:10]([N:17]1[CH2:22][CH2:21][C:20](=[O:23])[CH2:19][CH2:18]1)([O:12][C:13]([CH3:16])([CH3:15])[CH3:14])=[O:11].C(=O)(O)[O-].[Na+]. (7) Given the product [N:7]1([CH:5]2[CH2:6][N:3]([CH2:21][CH2:20][NH:19][C:12](=[O:13])[O:14][C:15]([CH3:18])([CH3:17])[CH3:16])[CH2:4]2)[CH2:11][CH2:10][CH2:9][CH2:8]1, predict the reactants needed to synthesize it. The reactants are: Cl.Cl.[NH:3]1[CH2:6][CH:5]([N:7]2[CH2:11][CH2:10][CH2:9][CH2:8]2)[CH2:4]1.[C:12]([NH:19][CH2:20][CH2:21]Br)([O:14][C:15]([CH3:18])([CH3:17])[CH3:16])=[O:13].C(N(CC)C(C)C)(C)C. (8) Given the product [CH3:30][O:29][C:26]1[CH:25]=[CH:24][C:23]([CH2:22][N:21]([CH2:20][C:19]2[CH:31]=[CH:32][C:16]([O:15][CH3:14])=[CH:17][CH:18]=2)[C:2]2[CH:3]=[C:4]([CH:11]=[CH:12][N:13]=2)[C:5]([N:7]([O:9][CH3:10])[CH3:8])=[O:6])=[CH:28][CH:27]=1, predict the reactants needed to synthesize it. The reactants are: Cl[C:2]1[CH:3]=[C:4]([CH:11]=[CH:12][N:13]=1)[C:5]([N:7]([O:9][CH3:10])[CH3:8])=[O:6].[CH3:14][O:15][C:16]1[CH:32]=[CH:31][C:19]([CH2:20][NH:21][CH2:22][C:23]2[CH:28]=[CH:27][C:26]([O:29][CH3:30])=[CH:25][CH:24]=2)=[CH:18][CH:17]=1.CC(C)([O-])C.[Na+].